This data is from Peptide-MHC class II binding affinity with 134,281 pairs from IEDB. The task is: Regression. Given a peptide amino acid sequence and an MHC pseudo amino acid sequence, predict their binding affinity value. This is MHC class II binding data. (1) The peptide sequence is LEVLNFDFQANAQLS. The MHC is DRB1_0405 with pseudo-sequence DRB1_0405. The binding affinity (normalized) is 0.399. (2) The peptide sequence is PPLYATGRLSQAQLMPSPPM. The MHC is HLA-DQA10301-DQB10302 with pseudo-sequence HLA-DQA10301-DQB10302. The binding affinity (normalized) is 0.280. (3) The peptide sequence is AFKVAAYAANAAPAN. The MHC is HLA-DPA10103-DPB10301 with pseudo-sequence HLA-DPA10103-DPB10301. The binding affinity (normalized) is 1.00. (4) The MHC is DRB1_1201 with pseudo-sequence DRB1_1201. The binding affinity (normalized) is 0.0152. The peptide sequence is MGKATTEEQKLIEDV. (5) The peptide sequence is PVSPGEMRLRDDQRK. The MHC is HLA-DQA10201-DQB10303 with pseudo-sequence HLA-DQA10201-DQB10303. The binding affinity (normalized) is 0. (6) The peptide sequence is SQDLELSWRLNGLQAY. The MHC is DRB1_1302 with pseudo-sequence DRB1_1302. The binding affinity (normalized) is 0.727. (7) The peptide sequence is SQQPYLQLQPFPQPQLPYSQ. The MHC is DRB1_0701 with pseudo-sequence DRB1_0701. The binding affinity (normalized) is 0.230.